This data is from Peptide-MHC class I binding affinity with 185,985 pairs from IEDB/IMGT. The task is: Regression. Given a peptide amino acid sequence and an MHC pseudo amino acid sequence, predict their binding affinity value. This is MHC class I binding data. (1) The peptide sequence is NLYDHALMSI. The MHC is HLA-A02:01 with pseudo-sequence HLA-A02:01. The binding affinity (normalized) is 0.874. (2) The MHC is HLA-B57:01 with pseudo-sequence HLA-B57:01. The peptide sequence is LTSTWVMYGT. The binding affinity (normalized) is 0.275.